This data is from Forward reaction prediction with 1.9M reactions from USPTO patents (1976-2016). The task is: Predict the product of the given reaction. (1) Given the reactants Cl[C:2]([O:4][CH2:5][Cl:6])=[O:3].[NH:7]1[CH2:12][CH2:11][CH2:10][CH2:9][CH2:8]1, predict the reaction product. The product is: [Cl:6][CH2:5][O:4][C:2]([N:7]1[CH2:12][CH2:11][CH2:10][CH2:9][CH2:8]1)=[O:3]. (2) The product is: [CH3:5][C:2]([C:6]1[CH:7]=[C:8]([CH:12]=[CH:13][CH:14]=1)[C:9]([OH:11])=[O:10])([CH3:1])[CH2:3][CH3:4]. Given the reactants [CH3:1][C:2]([C:6]1[CH:7]=[C:8]([CH:12]=[CH:13][CH:14]=1)[C:9]([OH:11])=[O:10])([CH3:5])[C:3]#[CH:4], predict the reaction product. (3) Given the reactants [Cl:1][C:2]1[CH:32]=[CH:31][C:5]2[S:6][C:7]([S:10]([NH:13][C:14]3[CH:15]=[C:16]([CH:20]4[CH2:23][N:22](C(OC(C)(C)C)=O)[CH2:21]4)[CH:17]=[CH:18][CH:19]=3)(=[O:12])=[O:11])=[C:8]([CH3:9])[C:4]=2[CH:3]=1, predict the reaction product. The product is: [NH:22]1[CH2:23][CH:20]([C:16]2[CH:15]=[C:14]([NH:13][S:10]([C:7]3[S:6][C:5]4[CH:31]=[CH:32][C:2]([Cl:1])=[CH:3][C:4]=4[C:8]=3[CH3:9])(=[O:12])=[O:11])[CH:19]=[CH:18][CH:17]=2)[CH2:21]1. (4) The product is: [CH2:2]([O:4][C:5](=[O:21])[C:6]1[CH:7]=[CH:8][C:9]([C:12]2[S:13][CH:14]=[C:15]([C:17]([NH:20][C:29](=[O:36])[C:30]3[CH:35]=[CH:34][CH:33]=[CH:32][CH:31]=3)([CH3:18])[CH3:19])[N:16]=2)=[CH:10][CH:11]=1)[CH3:3]. Given the reactants Br.[CH2:2]([O:4][C:5](=[O:21])[C:6]1[CH:11]=[CH:10][C:9]([C:12]2[S:13][CH:14]=[C:15]([C:17]([NH2:20])([CH3:19])[CH3:18])[N:16]=2)=[CH:8][CH:7]=1)[CH3:3].CN1CCOCC1.[C:29](Cl)(=[O:36])[C:30]1[CH:35]=[CH:34][CH:33]=[CH:32][CH:31]=1, predict the reaction product. (5) Given the reactants [NH2:1][C@:2]12[CH2:45][CH2:44][C@@H:43]([C:46]([CH3:48])=[CH2:47])[C@@H:3]1[C@@H:4]1[C@@:17]([CH3:20])([CH2:18][CH2:19]2)[C@@:16]2([CH3:21])[C@@H:7]([C@:8]3([CH3:42])[C@@H:13]([CH2:14][CH2:15]2)[C:12]([CH3:23])([CH3:22])[C:11]([C:24]2[CH2:29][CH2:28][C@@:27]([CH2:40][F:41])([C:30]([O:32][CH2:33][C:34]4[CH:39]=[CH:38][CH:37]=[CH:36][CH:35]=4)=[O:31])[CH2:26][CH:25]=2)=[CH:10][CH2:9]3)[CH2:6][CH2:5]1.[OH:49][C:50]1([CH2:54][CH:55]=O)[CH2:53][O:52][CH2:51]1.C(=O)(O)[O-].[Na+], predict the reaction product. The product is: [F:41][CH2:40][C@@:27]1([C:30]([O:32][CH2:33][C:34]2[CH:35]=[CH:36][CH:37]=[CH:38][CH:39]=2)=[O:31])[CH2:28][CH2:29][C:24]([C:11]2[C:12]([CH3:22])([CH3:23])[C@H:13]3[C@:8]([CH3:42])([CH2:9][CH:10]=2)[C@@H:7]2[C@:16]([CH3:21])([C@@:17]4([CH3:20])[C@H:4]([CH2:5][CH2:6]2)[C@H:3]2[C@H:43]([C:46]([CH3:48])=[CH2:47])[CH2:44][CH2:45][C@:2]2([NH:1][CH2:55][CH2:54][C:50]2([OH:49])[CH2:53][O:52][CH2:51]2)[CH2:19][CH2:18]4)[CH2:15][CH2:14]3)=[CH:25][CH2:26]1. (6) Given the reactants [CH3:1][O:2][C:3](=[O:16])[C:4]1[CH:9]=[C:8](I)[C:7]([C:11]([F:14])([F:13])[F:12])=[CH:6][C:5]=1[NH2:15].[CH3:17][N:18]1[CH:22]=[CH:21][CH:20]=[C:19]1[Sn](CCCC)(CCCC)CCCC, predict the reaction product. The product is: [CH3:1][O:2][C:3](=[O:16])[C:4]1[CH:9]=[C:8]([C:19]2[N:18]([CH3:17])[CH:22]=[CH:21][CH:20]=2)[C:7]([C:11]([F:14])([F:13])[F:12])=[CH:6][C:5]=1[NH2:15]. (7) Given the reactants [Cl:1][C:2]1[CH:3]=[CH:4][C:5]([C:25]#[N:26])=[C:6]([C:8]2[C:13]([O:14][CH3:15])=[CH:12][N:11]([CH:16]([CH2:20][CH2:21][O:22][CH3:23])[C:17]([OH:19])=O)[C:10](=[O:24])[CH:9]=2)[CH:7]=1.[NH2:27][C:28]1[CH:36]=[C:35]2[C:31]([C:32](=[O:37])[NH:33][NH:34]2)=[CH:30][CH:29]=1, predict the reaction product. The product is: [Cl:1][C:2]1[CH:3]=[CH:4][C:5]([C:25]#[N:26])=[C:6]([C:8]2[C:13]([O:14][CH3:15])=[CH:12][N:11]([CH:16]([CH2:20][CH2:21][O:22][CH3:23])[C:17]([NH:27][C:28]3[CH:36]=[C:35]4[C:31]([C:32](=[O:37])[NH:33][NH:34]4)=[CH:30][CH:29]=3)=[O:19])[C:10](=[O:24])[CH:9]=2)[CH:7]=1. (8) Given the reactants [NH2:1][C:2]1[CH:7]=[C:6]([C:8]([F:11])([F:10])[F:9])[CH:5]=[CH:4][C:3]=1[NH:12][CH2:13][CH2:14][C:15]([NH:18][C:19](=[O:25])[O:20][C:21]([CH3:24])([CH3:23])[CH3:22])([CH3:17])[CH3:16].[C:26](N1C=CN=C1)(N1C=CN=C1)=[O:27], predict the reaction product. The product is: [CH3:16][C:15]([NH:18][C:19](=[O:25])[O:20][C:21]([CH3:24])([CH3:23])[CH3:22])([CH3:17])[CH2:14][CH2:13][N:12]1[C:3]2[CH:4]=[CH:5][C:6]([C:8]([F:11])([F:10])[F:9])=[CH:7][C:2]=2[NH:1][C:26]1=[O:27]. (9) Given the reactants CCCCCCCCCCCCCCCC([O:18][CH2:19][C@H:20]([OH:29])[C@H:21]1[O:26][C:24](=[O:25])[C:23]([OH:27])=[C:22]1[OH:28])=O.C([O-])(=O)CCCCCCCCCCCCCCCCC, predict the reaction product. The product is: [O:25]=[C:24]1[O:26][C@H:21]([C@H:20]([CH2:19][OH:18])[OH:29])[C:22]([OH:28])=[C:23]1[OH:27].